From a dataset of Catalyst prediction with 721,799 reactions and 888 catalyst types from USPTO. Predict which catalyst facilitates the given reaction. (1) Reactant: C(OC(C(F)(F)F)=O)(C(F)(F)F)=O.[C:14]([C:17]1[CH:18]=[C:19]([C:27]2[CH:32]=[C:31]([CH2:33][NH:34][C:35]([C@H:37]3[N:41]([C:42]([O:44][C:45]([CH3:48])([CH3:47])[CH3:46])=[O:43])[C@@H:40]([CH3:49])[C@H:39]([F:50])[CH2:38]3)=[O:36])[C:30]([F:51])=[CH:29][N:28]=2)[CH:20]=[N:21][C:22]=1[C:23]([F:26])([F:25])[F:24])(=O)[NH2:15].C(N(CC)CC)C. Product: [C:14]([C:17]1[CH:18]=[C:19]([C:27]2[CH:32]=[C:31]([CH2:33][NH:34][C:35]([C@H:37]3[N:41]([C:42]([O:44][C:45]([CH3:46])([CH3:47])[CH3:48])=[O:43])[C@@H:40]([CH3:49])[C@H:39]([F:50])[CH2:38]3)=[O:36])[C:30]([F:51])=[CH:29][N:28]=2)[CH:20]=[N:21][C:22]=1[C:23]([F:25])([F:26])[F:24])#[N:15]. The catalyst class is: 4. (2) Reactant: C([O:5][C:6](=[O:26])[C:7]1[CH:24]=[CH:23][C:22]([Cl:25])=[C:9]([C:10]([NH:12][C:13]2[CH:14]=[C:15]3[CH:21]=[CH:20][NH:19][C:16]3=[N:17][CH:18]=2)=[O:11])[CH:8]=1)(C)(C)C.FC(F)(F)C(O)=O. Product: [Cl:25][C:22]1[CH:23]=[CH:24][C:7]([C:6]([OH:26])=[O:5])=[CH:8][C:9]=1[C:10]([NH:12][C:13]1[CH:14]=[C:15]2[CH:21]=[CH:20][NH:19][C:16]2=[N:17][CH:18]=1)=[O:11]. The catalyst class is: 4. (3) Reactant: Br[C:2]1[CH:7]=[CH:6][C:5](CC)=[CH:4][CH:3]=1.CCCCC.C([C:17]1[CH:26]=[CH:25][C:20]([C:21]([O:23]C)=O)=[CH:19][C:18]=1O)=O.[Cl-].[NH4+]. Product: [C:2]1([CH:21]([C:20]2[CH:19]=[CH:18][CH:17]=[CH:26][CH:25]=2)[OH:23])[CH:7]=[CH:6][CH:5]=[CH:4][CH:3]=1. The catalyst class is: 30. (4) Product: [Br:1][C:2]1[CH:3]=[C:4]([I:9])[C:5](=[O:8])[NH:6][CH:7]=1. Reactant: [Br:1][C:2]1[CH:3]=[CH:4][C:5](=[O:8])[NH:6][CH:7]=1.[I:9]N1C(=O)CCC1=O. The catalyst class is: 10.